This data is from Catalyst prediction with 721,799 reactions and 888 catalyst types from USPTO. The task is: Predict which catalyst facilitates the given reaction. (1) Reactant: [F:1][C:2]1[CH:10]=[CH:9][C:5]([C:6]([OH:8])=[O:7])=[CH:4][C:3]=1[C:11]([F:14])([F:13])[F:12].OS(O)(=O)=O.[C:20]([O-])(O)=O.[Na+]. Product: [F:1][C:2]1[CH:10]=[CH:9][C:5]([C:6]([O:8][CH3:20])=[O:7])=[CH:4][C:3]=1[C:11]([F:12])([F:13])[F:14]. The catalyst class is: 5. (2) Product: [C:1]([O:5][C:6](=[O:19])[NH:7][C@@H:8]1[C:17]2[C:12](=[CH:13][CH:14]=[CH:15][CH:16]=2)[C@H:11]([O:18][CH2:30][C:28]2[CH:27]=[CH:26][N:25]=[C:24]([NH2:23])[CH:29]=2)[CH2:10][CH2:9]1)([CH3:4])([CH3:2])[CH3:3]. The catalyst class is: 18. Reactant: [C:1]([O:5][C:6](=[O:19])[NH:7][C@@H:8]1[C:17]2[C:12](=[CH:13][CH:14]=[CH:15][CH:16]=2)[C@H:11]([OH:18])[CH2:10][CH2:9]1)([CH3:4])([CH3:3])[CH3:2].[H-].[Na+].Br.[NH2:23][C:24]1[CH:29]=[C:28]([CH2:30]Br)[CH:27]=[CH:26][N:25]=1. (3) Reactant: IC1C=CC=CC=1S([O-])(=O)=O.[Na+].OOS([O-])=O.[K+].S([O-])([O-])(=O)=O.[Na+].[Na+].[CH2:26]([OH:44])[CH2:27][CH2:28][CH2:29][CH2:30][CH2:31][CH2:32][CH2:33]/[CH:34]=[CH:35]\[CH2:36][CH2:37][CH2:38][CH2:39][CH2:40][CH2:41][CH2:42][CH3:43]. Product: [CH:26](=[O:44])[CH2:27][CH2:28][CH2:29][CH2:30][CH2:31][CH2:32][CH2:33]/[CH:34]=[CH:35]\[CH2:36][CH2:37][CH2:38][CH2:39][CH2:40][CH2:41][CH2:42][CH3:43]. The catalyst class is: 463. (4) Reactant: [Cl:1][C:2]1[CH:8]=[CH:7][CH:6]=[CH:5][C:3]=1[NH2:4].CO[CH:11](OC)[N:12]([CH3:14])[CH3:13]. Product: [CH3:11][N:12]([CH3:14])[CH:13]=[N:4][C:3]1[CH:5]=[CH:6][CH:7]=[CH:8][C:2]=1[Cl:1]. The catalyst class is: 11. (5) Reactant: [C:1]([C:5]1[S:9]/[C:8](=[N:10]\[C:11]([C:13]2[CH:31]=[C:30]([C:32]([F:35])([F:34])[F:33])[CH:29]=[CH:28][C:14]=2[O:15][CH2:16][C@@H:17]2[CH2:20][CH2:19][N:18]2C(OC(C)(C)C)=O)=[O:12])/[N:7]([CH2:36][CH:37]([CH3:39])[CH3:38])[CH:6]=1)([CH3:4])([CH3:3])[CH3:2].FC(F)(F)C(O)=O.O.[C:48]1([CH3:58])[CH:53]=[CH:52][C:51]([S:54]([OH:57])(=[O:56])=[O:55])=[CH:50][CH:49]=1. Product: [C:48]1([CH3:58])[CH:49]=[CH:50][C:51]([S:54]([OH:57])(=[O:55])=[O:56])=[CH:52][CH:53]=1.[NH:18]1[CH2:19][CH2:20][C@H:17]1[CH2:16][O:15][C:14]1[CH:28]=[CH:29][C:30]([C:32]([F:33])([F:34])[F:35])=[CH:31][C:13]=1[C:11](/[N:10]=[C:8]1\[S:9][C:5]([C:1]([CH3:3])([CH3:4])[CH3:2])=[CH:6][N:7]\1[CH2:36][CH:37]([CH3:38])[CH3:39])=[O:12]. The catalyst class is: 91. (6) Reactant: [Cl:1][C:2]1[CH:3]=[CH:4][C:5]([O:22][C:23]2[CH:28]=[C:27]([F:29])[C:26]([S:30](=[O:49])(=[O:48])[N:31](CC3C=CC(OC)=CC=3OC)[C:32]3[S:36][N:35]=[CH:34][N:33]=3)=[CH:25][C:24]=2[Cl:50])=[C:6]([C:8]2[CH:13]=[CH:12][N:11]=[C:10]([C:14]([NH:16][CH2:17][CH2:18][C:19]([OH:21])=[O:20])=[O:15])[CH:9]=2)[CH:7]=1.Cl.CCCCC. Product: [S:36]1[C:32]([NH:31][S:30]([C:26]2[C:27]([F:29])=[CH:28][C:23]([O:22][C:5]3[CH:4]=[CH:3][C:2]([Cl:1])=[CH:7][C:6]=3[C:8]3[CH:13]=[CH:12][N:11]=[C:10]([C:14]([NH:16][CH2:17][CH2:18][C:19]([OH:21])=[O:20])=[O:15])[CH:9]=3)=[C:24]([Cl:50])[CH:25]=2)(=[O:49])=[O:48])=[N:33][CH:34]=[N:35]1. The catalyst class is: 124. (7) Reactant: [N:1]([C:4]1[CH:9]=[CH:8][CH:7]=[CH:6][C:5]=1[O:10][CH3:11])=[C:2]=[S:3].C[O:13][C:14](=O)[C:15]1[CH:20]=[CH:19][C:18]([CH3:21])=[CH:17][C:16]=1[NH2:22].C(O)(=O)C. Product: [SH:3][C:2]1[N:1]([C:4]2[CH:9]=[CH:8][CH:7]=[CH:6][C:5]=2[O:10][CH3:11])[C:14](=[O:13])[C:15]2[C:16](=[CH:17][C:18]([CH3:21])=[CH:19][CH:20]=2)[N:22]=1. The catalyst class is: 8. (8) Reactant: [C:1]([O:5][C:6](=[O:21])[NH:7][C:8]1[CH:9]=[N:10][CH:11]=[CH:12][C:13]=1[N:14]1[CH2:19][CH2:18][CH2:17][CH2:16][CH:15]1[CH3:20])([CH3:4])([CH3:3])[CH3:2].[H-].[Na+].I[CH3:25].[NH4+].[Cl-]. Product: [C:1]([O:5][C:6](=[O:21])[N:7]([CH3:25])[C:8]1[CH:9]=[N:10][CH:11]=[CH:12][C:13]=1[N:14]1[CH2:19][CH2:18][CH2:17][CH2:16][CH:15]1[CH3:20])([CH3:4])([CH3:2])[CH3:3]. The catalyst class is: 1.